This data is from Forward reaction prediction with 1.9M reactions from USPTO patents (1976-2016). The task is: Predict the product of the given reaction. Given the reactants C(OC(=O)N[C@@H]1[C@H](N[C:15]2[N:16]=[CH:17][C:18]3[S:23][CH:22]=[C:21]([C:24](=[O:34])[NH:25][C:26]4[CH:31]=[C:30]([CH3:32])[CH:29]=[C:28]([CH3:33])[N:27]=4)[C:19]=3[N:20]=2)CCOC1)(C)(C)C, predict the reaction product. The product is: [CH3:32][C:30]1[CH:29]=[C:28]([CH3:33])[N:27]=[C:26]([NH:25][C:24]([C:21]2[C:19]3[N:20]=[CH:15][N:16]=[CH:17][C:18]=3[S:23][CH:22]=2)=[O:34])[CH:31]=1.